Dataset: Reaction yield outcomes from USPTO patents with 853,638 reactions. Task: Predict the reaction yield, written as a fraction of the theoretical maximum amount of product (1.0 means a 100% yield; for example, 0.34 means a 34% yield). (1) The yield is 0.160. The product is [F:8][C:9]1[CH:17]=[C:16]2[C:12]([C:13]([C:25](=[O:26])[CH:33]([NH:32][C:31]3[CH:42]=[CH:43][CH:44]=[C:29]([O:28][CH3:27])[CH:30]=3)[C:34]3[CH:35]=[N:36][C:37]([O:40][CH3:41])=[CH:38][CH:39]=3)=[CH:14][NH:15]2)=[CH:11][CH:10]=1. The reactants are C(N(CC)CC)C.[F:8][C:9]1[CH:17]=[C:16]2[C:12]([C:13]([CH:25]=[O:26])=[CH:14][N:15]2C(OC(C)(C)C)=O)=[CH:11][CH:10]=1.[CH3:27][O:28][C:29]1[CH:30]=[C:31]([CH:42]=[CH:43][CH:44]=1)[N:32]=[CH:33][C:34]1[CH:35]=[N:36][C:37]([O:40][CH3:41])=[CH:38][CH:39]=1. The catalyst is [Cl-].C([N+]1C(C)=C(CCO)SC=1)C1C=CC=CC=1.C(O)C. (2) The reactants are Br[C:2]1[CH:3]=[CH:4][C:5]2[C:11]3[N:12]=[C:13]([N:15]4[C:19]([CH3:21])([CH3:20])[C:18](=[O:22])[NH:17][C:16]4=[O:23])[S:14][C:10]=3[CH2:9][CH2:8][O:7][C:6]=2[CH:24]=1.[CH3:25][C:26]([OH:43])([CH3:42])[CH2:27][N:28]1[CH:32]=[C:31](B2OC(C)(C)C(C)(C)O2)[CH:30]=[N:29]1. No catalyst specified. The product is [OH:43][C:26]([CH3:42])([CH3:25])[CH2:27][N:28]1[CH:32]=[C:31]([C:2]2[CH:3]=[CH:4][C:5]3[C:11]4[N:12]=[C:13]([N:15]5[C:19]([CH3:21])([CH3:20])[C:18](=[O:22])[NH:17][C:16]5=[O:23])[S:14][C:10]=4[CH2:9][CH2:8][O:7][C:6]=3[CH:24]=2)[CH:30]=[N:29]1. The yield is 0.120. (3) The reactants are [C:1]([O:5][C:6]([N:8]1[CH2:12][CH:11](O)[CH2:10][C@@:9]1([C:17](=[O:26])[C:18]1[CH:23]=[CH:22][C:21]([Cl:24])=[C:20]([Cl:25])[CH:19]=1)[CH2:14][CH2:15][CH3:16])=[O:7])([CH3:4])([CH3:3])[CH3:2].[F:27]C(F)(S(F)(=O)=O)C(F)(F)C(F)(F)C(F)(F)F.F.F.F.C(N(CC)CC)C.C(N(CC)CC)C. The catalyst is C1COCC1. The product is [C:1]([O:5][C:6]([N:8]1[CH2:12][CH:11]([F:27])[CH2:10][C@:9]1([C:17](=[O:26])[C:18]1[CH:23]=[CH:22][C:21]([Cl:24])=[C:20]([Cl:25])[CH:19]=1)[CH2:14][CH2:15][CH3:16])=[O:7])([CH3:4])([CH3:3])[CH3:2]. The yield is 0.990. (4) The catalyst is C1COCC1.O. The product is [O:30]=[C:27]1[NH:26][C:25]2[CH:31]=[C:21]([CH:19]=[O:18])[CH:22]=[CH:23][C:24]=2[S:29][CH2:28]1. The yield is 0.600. The reactants are O=C1CC=CCC1.S1C(C(O)=O)=CN=CC1.C[O:18][C:19]([C:21]1[CH:22]=[CH:23][C:24]2[S:29][CH2:28][C:27](=[O:30])[NH:26][C:25]=2[CH:31]=1)=O.[Li+].[OH-]. (5) The reactants are [Si]([O:8][CH2:9][CH2:10][CH2:11][N:12]([CH2:41][CH2:42][CH3:43])[C:13]([C:15]1=[CH:16][C:17]2[CH:27]=[CH:26][C:25]([C:28]3[CH:33]=[CH:32][C:31]([C:34]([N:36]4[CH2:40][CH2:39][CH2:38][CH2:37]4)=[O:35])=[CH:30][CH:29]=3)=[CH:24][C:18]=2[N:19]=[C:20]([NH:22][CH3:23])[CH2:21]1)=[O:14])(C(C)(C)C)(C)C.Cl. The catalyst is C1COCC1.CCOCC. The product is [OH:8][CH2:9][CH2:10][CH2:11][N:12]([CH2:41][CH2:42][CH3:43])[C:13]([C:15]1=[CH:16][C:17]2[CH:27]=[CH:26][C:25]([C:28]3[CH:29]=[CH:30][C:31]([C:34]([N:36]4[CH2:37][CH2:38][CH2:39][CH2:40]4)=[O:35])=[CH:32][CH:33]=3)=[CH:24][C:18]=2[N:19]=[C:20]([NH:22][CH3:23])[CH2:21]1)=[O:14]. The yield is 0.530. (6) The reactants are Br.C([N:9]1[C:13]2=[C:14]([N+:29]([O-:31])=[O:30])[C:15]([NH:20][C:21]3[CH:26]=[CH:25][C:24]([Br:27])=[CH:23][C:22]=3[F:28])=[C:16]([CH3:19])[C:17](=[O:18])[N:12]2[CH2:11][CH2:10]1)C1C=CC=CC=1.C(OC(=O)C)C. The catalyst is C(O)(=O)C. The product is [Br:27][C:24]1[CH:25]=[CH:26][C:21]([NH:20][C:15]2[C:14]([N+:29]([O-:31])=[O:30])=[C:13]3[NH:9][CH2:10][CH2:11][N:12]3[C:17](=[O:18])[C:16]=2[CH3:19])=[C:22]([F:28])[CH:23]=1. The yield is 0.545. (7) The reactants are [C:1]1([C:7]2[NH:11][CH:10]=[C:9]([CH:12]=[O:13])[CH:8]=2)[CH:6]=[CH:5][CH:4]=[CH:3][CH:2]=1.[H-].[Na+].C1OCCOCCOCCOCCOC1.Cl[S:32]([C:35]1[CH:44]=[CH:43][CH:42]=[CH:41][C:36]=1[C:37]([O:39][CH3:40])=[O:38])(=[O:34])=[O:33]. No catalyst specified. The product is [CH:12]([C:9]1[CH:8]=[C:7]([C:1]2[CH:6]=[CH:5][CH:4]=[CH:3][CH:2]=2)[N:11]([S:32]([C:35]2[CH:44]=[CH:43][CH:42]=[CH:41][C:36]=2[C:37]([O:39][CH3:40])=[O:38])(=[O:34])=[O:33])[CH:10]=1)=[O:13]. The yield is 0.600. (8) The product is [OH:7][CH2:6][C@H:2]1[N:1]([C:10]([O:12][C:13]([CH3:16])([CH3:15])[CH3:14])=[O:11])[CH2:5][C@@H:36]2[O:31][C:33]([CH3:32])([CH3:17])[O:34][C@H:35]12. The yield is 0.450. The reactants are [N:1]1([C:10]([O:12][C:13]([CH3:16])([CH3:15])[CH3:14])=[O:11])[CH2:5]C=C[C@H:2]1[C:6](OC)=[O:7].[CH3:17][N+]1([O-])CCOCC1.[H-].[H-].[H-].[H-].[Li+].[Al+3].[O:31]1[CH2:36][CH2:35][O:34][CH2:33][CH2:32]1.O. The catalyst is O.O=[Os](=O)(=O)=O.